This data is from Catalyst prediction with 721,799 reactions and 888 catalyst types from USPTO. The task is: Predict which catalyst facilitates the given reaction. (1) Reactant: [CH:1]([CH:3]1[C:11]2[CH:10]=[CH:9][CH:8]=[C:7]([C:12]#[N:13])[C:6]=2[CH2:5][CH2:4]1)=O.[N:14]1([C:20]([O:22][C:23]([CH3:26])([CH3:25])[CH3:24])=[O:21])[CH2:19][CH2:18][NH:17][CH2:16][CH2:15]1.C([BH3-])#N.[Na+].C(O)(=O)C. Product: [C:12]([C:7]1[CH:8]=[CH:9][CH:10]=[C:11]2[C:6]=1[CH2:5][CH2:4][CH:3]2[CH2:1][N:17]1[CH2:16][CH2:15][N:14]([C:20]([O:22][C:23]([CH3:26])([CH3:25])[CH3:24])=[O:21])[CH2:19][CH2:18]1)#[N:13]. The catalyst class is: 5. (2) Reactant: [F:1][C:2]1[CH:3]=[C:4]([C:9]2([O:14][CH3:15])[CH2:13][CH2:12][NH:11][CH2:10]2)[CH:5]=[CH:6][C:7]=1[F:8].C(=O)([O-])[O-].[K+].[K+].[CH2:22](Br)[CH2:23][CH2:24][CH3:25]. Product: [CH2:22]([N:11]1[CH2:12][CH2:13][C:9]([C:4]2[CH:5]=[CH:6][C:7]([F:8])=[C:2]([F:1])[CH:3]=2)([O:14][CH3:15])[CH2:10]1)[CH2:23][CH2:24][CH3:25]. The catalyst class is: 10.